From a dataset of Forward reaction prediction with 1.9M reactions from USPTO patents (1976-2016). Predict the product of the given reaction. (1) Given the reactants [Br:1][C:2]1[C:3]([N:13]([S:19](=[O:22])(=[O:21])[NH2:20])[CH2:14][C:15](OC)=[O:16])=[CH:4][S:5][C:6]=1[C:7]1[CH:12]=[CH:11][CH:10]=[CH:9][CH:8]=1.[H-].[Na+].[OH-].[Na+], predict the reaction product. The product is: [Br:1][C:2]1[C:3]([N:13]2[S:19](=[O:22])(=[O:21])[NH:20][C:15](=[O:16])[CH2:14]2)=[CH:4][S:5][C:6]=1[C:7]1[CH:12]=[CH:11][CH:10]=[CH:9][CH:8]=1. (2) The product is: [NH2:10][C:6]1[C:5]([NH:13][CH3:14])=[C:4]([CH:9]=[CH:8][CH:7]=1)[C:3]([NH:2][CH3:1])=[O:15]. Given the reactants [CH3:1][NH:2][C:3](=[O:15])[C:4]1[CH:9]=[CH:8][CH:7]=[C:6]([N+:10]([O-])=O)[C:5]=1[NH:13][CH3:14].[H][H], predict the reaction product. (3) Given the reactants [CH2:1]([N:4]1[C:8]([CH:9]([C:11]2[CH:16]=[CH:15][C:14]([Cl:17])=[CH:13][CH:12]=2)O)=[C:7]([C:18]([O:20][CH2:21][CH3:22])=[O:19])[N:6]=[C:5]1[Br:23])[CH:2]=[CH2:3].[F:24][CH:25]([F:37])[C:26]1[N:30]2[CH:31]=[C:32]([NH2:36])[CH:33]=[C:34]([CH3:35])[C:29]2=[N:28][N:27]=1, predict the reaction product. The product is: [CH2:1]([N:4]1[C:8]([CH:9]([C:11]2[CH:16]=[CH:15][C:14]([Cl:17])=[CH:13][CH:12]=2)[NH:36][C:32]2[CH:33]=[C:34]([CH3:35])[C:29]3[N:30]([C:26]([CH:25]([F:37])[F:24])=[N:27][N:28]=3)[CH:31]=2)=[C:7]([C:18]([O:20][CH2:21][CH3:22])=[O:19])[N:6]=[C:5]1[Br:23])[CH:2]=[CH2:3]. (4) Given the reactants [CH3:1][C:2]1[C:8]([CH3:9])=[C:7]([OH:10])[C:6]([CH3:11])=[CH:5][C:3]=1[OH:4], predict the reaction product. The product is: [OH:10][C:7]1[C:6]([CH3:11])=[C:5]2[C:3](=[C:2]([CH3:1])[C:8]=1[CH3:9])[O:4][C:3](=[O:4])[CH2:2][C:8]2([CH3:9])[CH3:7]. (5) Given the reactants [CH3:1][C:2]1[C:6]2[CH:7]=[C:8]([O:11]C)[CH:9]=[CH:10][C:5]=2[O:4][C:3]=1[C:13]([O:15][CH2:16][CH3:17])=[O:14], predict the reaction product. The product is: [CH3:1][C:2]1[C:6]2[CH:7]=[C:8]([OH:11])[CH:9]=[CH:10][C:5]=2[O:4][C:3]=1[C:13]([O:15][CH2:16][CH3:17])=[O:14]. (6) Given the reactants [C:1]1([OH:7])[CH:6]=[CH:5][CH:4]=[CH:3][CH:2]=1.C([O-])([O-])=O.[K+].[K+].Br[CH:15]1[CH2:20][CH2:19][O:18][C:16]1=[O:17], predict the reaction product. The product is: [O:7]([CH:15]1[CH2:20][CH2:19][O:18][C:16]1=[O:17])[C:1]1[CH:6]=[CH:5][CH:4]=[CH:3][CH:2]=1. (7) Given the reactants C[O-].[Na+].[F:4][C:5]1[CH:6]=[C:7]2[C:13]([C:14]#[N:15])=[N:12][N:11]([CH2:16][C:17]3[CH:18]=[N:19][CH:20]=[N:21][CH:22]=3)[C:8]2=[N:9][CH:10]=1.[C:23]([OH:26])(=[O:25])[CH3:24].[Cl-].[NH4+:28], predict the reaction product. The product is: [C:23]([OH:26])(=[O:25])[CH3:24].[F:4][C:5]1[CH:6]=[C:7]2[C:13]([C:14](=[NH:28])[NH2:15])=[N:12][N:11]([CH2:16][C:17]3[CH:18]=[N:19][CH:20]=[N:21][CH:22]=3)[C:8]2=[N:9][CH:10]=1. (8) Given the reactants C(=O)([O-])[O-].[K+].[K+].C1OCCOCCOCCOCCOCCOC1.I[CH2:26][CH:27]([CH3:29])[CH3:28].[C:30]([C:32]1[C@@H:37]([C:38]2[CH:43]=[CH:42][C:41]([C:44]#[N:45])=[CH:40][CH:39]=2)[N:36]2[N:46]=[C:47]([NH:49][C:50](=[O:59])[O:51][CH2:52][C:53]3[CH:58]=[CH:57][CH:56]=[CH:55][CH:54]=3)[N:48]=[C:35]2[N:34]([C:60]2[CH:65]=[CH:64][CH:63]=[C:62]([C:66]([F:69])([F:68])[F:67])[CH:61]=2)[C:33]=1[CH3:70])#[N:31].C(O)(=O)C, predict the reaction product. The product is: [C:30]([C:32]1[C@@H:37]([C:38]2[CH:43]=[CH:42][C:41]([C:44]#[N:45])=[CH:40][CH:39]=2)[N:36]2[N:46]=[C:47]([N:49]([CH2:26][CH:27]([CH3:29])[CH3:28])[C:50](=[O:59])[O:51][CH2:52][C:53]3[CH:58]=[CH:57][CH:56]=[CH:55][CH:54]=3)[N:48]=[C:35]2[N:34]([C:60]2[CH:65]=[CH:64][CH:63]=[C:62]([C:66]([F:69])([F:68])[F:67])[CH:61]=2)[C:33]=1[CH3:70])#[N:31]. (9) Given the reactants [CH3:1][C:2]([OH:13])([CH3:12])[CH2:3][N:4]1[CH:8]=[CH:7][C:6]([N+:9]([O-:11])=[O:10])=[N:5]1.CN(C=O)C.[H-].[Na+].[C:21]([O:24][CH2:25][CH3:26])(=O)C, predict the reaction product. The product is: [CH3:12][C:2]([O:13][CH2:26][C@H:25]1[CH2:21][O:24]1)([CH3:1])[CH2:3][N:4]1[CH:8]=[CH:7][C:6]([N+:9]([O-:11])=[O:10])=[N:5]1.